Dataset: Reaction yield outcomes from USPTO patents with 853,638 reactions. Task: Predict the reaction yield, written as a fraction of the theoretical maximum amount of product (1.0 means a 100% yield; for example, 0.34 means a 34% yield). (1) The reactants are [C:1]([O:5][C:6]([N:8]1[C:16]2[C:11](=[CH:12][C:13](Br)=[CH:14][CH:15]=2)[CH2:10][CH2:9]1)=[O:7])([CH3:4])([CH3:3])[CH3:2].N1CCCCC1.[CH2:24]([OH:29])[CH2:25][CH2:26][C:27]#[CH:28].Cl. The catalyst is [Cu]I. The product is [C:1]([O:5][C:6]([N:8]1[C:16]2[C:11](=[CH:12][C:13]([C:28]#[C:27][CH2:26][CH2:25][CH2:24][OH:29])=[CH:14][CH:15]=2)[CH2:10][CH2:9]1)=[O:7])([CH3:4])([CH3:3])[CH3:2]. The yield is 0.790. (2) The reactants are [NH:1]1[C:9]2[C:4](=[CH:5][C:6]([O:10][C:11]3[CH:16]=[CH:15][N:14]=[C:13]([NH2:17])[CH:12]=3)=[CH:7][CH:8]=2)[CH:3]=[CH:2]1.[H-].[Na+].[CH2:20]([NH:25][C:26](=O)[O:27]C1C=CC=CC=1)[CH2:21][CH2:22][CH2:23][CH3:24]. The catalyst is CN(C)C=O. The product is [CH2:20]([NH:25][C:26]([N:1]1[C:9]2[C:4](=[CH:5][C:6]([O:10][C:11]3[CH:16]=[CH:15][N:14]=[C:13]([NH2:17])[CH:12]=3)=[CH:7][CH:8]=2)[CH:3]=[CH:2]1)=[O:27])[CH2:21][CH2:22][CH2:23][CH3:24]. The yield is 0.210.